Dataset: Reaction yield outcomes from USPTO patents with 853,638 reactions. Task: Predict the reaction yield, written as a fraction of the theoretical maximum amount of product (1.0 means a 100% yield; for example, 0.34 means a 34% yield). (1) The reactants are O.OO.N[C:5]([NH2:7])=[O:6].[OH-].[Na+].C([C:12]1[N:13]=[CH:14][C:15]([C:18]2[CH:19]=[C:20]3[C:24](=[CH:25][CH:26]=2)[C@H:23]([N:27]2[CH2:30][C:29]4([CH2:35][CH2:34][N:33]([C:36]([O:38][C:39]([CH3:42])([CH3:41])[CH3:40])=[O:37])[CH2:32][CH2:31]4)[CH2:28]2)[CH2:22][CH2:21]3)=[N:16][CH:17]=1)#N. The catalyst is CCO. The product is [C:39]([O:38][C:36]([N:33]1[CH2:34][CH2:35][C:29]2([CH2:28][N:27]([C@H:23]3[C:24]4[C:20](=[CH:19][C:18]([C:15]5[CH:14]=[N:13][C:12]([C:5](=[O:6])[NH2:7])=[CH:17][N:16]=5)=[CH:26][CH:25]=4)[CH2:21][CH2:22]3)[CH2:30]2)[CH2:31][CH2:32]1)=[O:37])([CH3:42])([CH3:40])[CH3:41]. The yield is 0.530. (2) The reactants are [CH2:1]([O:3][C:4]([C:6](=O)[NH:7][CH:8]([CH3:10])[CH3:9])=[O:5])[CH3:2].S(Cl)(Cl)=O.[Cl:16][C:17]1[CH:22]=[CH:21][C:20]([S:23]([NH:26][C:27]2[C:28]([C:34]([NH:36][NH2:37])=O)=[N:29][CH:30]=[C:31]([Cl:33])[CH:32]=2)(=[O:25])=[O:24])=[CH:19][C:18]=1[C:38]([F:41])([F:40])[F:39]. The catalyst is C1(C)C=CC=CC=1. The product is [Cl:16][C:17]1[CH:22]=[CH:21][C:20]([S:23]([NH:26][C:27]2[C:28]([C:34]3[N:7]([CH:8]([CH3:10])[CH3:9])[C:6]([C:4]([O:3][CH2:1][CH3:2])=[O:5])=[N:37][N:36]=3)=[N:29][CH:30]=[C:31]([Cl:33])[CH:32]=2)(=[O:24])=[O:25])=[CH:19][C:18]=1[C:38]([F:39])([F:41])[F:40]. The yield is 0.0300.